Dataset: CYP2D6 inhibition data for predicting drug metabolism from PubChem BioAssay. Task: Regression/Classification. Given a drug SMILES string, predict its absorption, distribution, metabolism, or excretion properties. Task type varies by dataset: regression for continuous measurements (e.g., permeability, clearance, half-life) or binary classification for categorical outcomes (e.g., BBB penetration, CYP inhibition). Dataset: cyp2d6_veith. (1) The drug is Cc1cc(C)cc(-n2c(C)cc(C=C(C#N)C#N)c2C)c1. The result is 0 (non-inhibitor). (2) The compound is Cn1c(=O)c(-c2ccccc2)nc2cnc(Oc3ccccc3)nc21. The result is 0 (non-inhibitor). (3) The compound is CC(=O)N1CCC[C@@]2(CCN(C(=O)Nc3ccccc3)C2)C1. The result is 0 (non-inhibitor). (4) The molecule is CCOC(=O)c1c(C)nc2c(c1-c1ccccc1)C(=O)CCC2. The result is 0 (non-inhibitor).